This data is from Forward reaction prediction with 1.9M reactions from USPTO patents (1976-2016). The task is: Predict the product of the given reaction. (1) Given the reactants C([O-])(=O)C.[Na+].C(N(C(C)C)C(C)C)C.[Cl:15][C:16]1[CH:21]=[C:20](I)[CH:19]=[CH:18][N:17]=1.[P:23]([O-])([O:28][CH2:29][CH3:30])([O:25][CH2:26][CH3:27])=[O:24], predict the reaction product. The product is: [Cl:15][C:16]1[CH:21]=[C:20]([P:23](=[O:24])([O:28][CH2:29][CH3:30])[O:25][CH2:26][CH3:27])[CH:19]=[CH:18][N:17]=1. (2) Given the reactants [F:1][C:2]1[CH:9]=[CH:8][C:5]([CH:6]=[O:7])=[CH:4][CH:3]=1.[F:10][C:11]1[C:16]([Li])=[CH:15][CH:14]=[CH:13][N:12]=1.O, predict the reaction product. The product is: [F:1][C:2]1[CH:9]=[CH:8][C:5]([C:6]([C:16]2[C:11]([F:10])=[N:12][CH:13]=[CH:14][CH:15]=2)=[O:7])=[CH:4][CH:3]=1.